This data is from Catalyst prediction with 721,799 reactions and 888 catalyst types from USPTO. The task is: Predict which catalyst facilitates the given reaction. (1) Reactant: C(O[C:5](=[O:7])[CH3:6])(=O)C.C(N(CC)CC)C.Cl.[OH:16][NH:17][CH2:18][CH2:19][CH2:20][CH2:21][N:22]1[C:34]2[C:33]3[CH:32]=[CH:31][CH:30]=[CH:29][C:28]=3[N:27]=[C:26]([NH2:35])[C:25]=2[N:24]=[C:23]1[CH2:36][CH2:37][CH3:38].[OH-].[Na+].C(=O)(O)[O-].[Na+].O. Product: [NH2:35][C:26]1[C:25]2[N:24]=[C:23]([CH2:36][CH2:37][CH3:38])[N:22]([CH2:21][CH2:20][CH2:19][CH2:18][N:17]([OH:16])[C:5](=[O:7])[CH3:6])[C:34]=2[C:33]2[CH:32]=[CH:31][CH:30]=[CH:29][C:28]=2[N:27]=1. The catalyst class is: 4. (2) Reactant: [CH2:1]([O:3][C:4]([C:6]1[CH:11]=[CH:10][C:9](B(O)O)=[CH:8][CH:7]=1)=[O:5])[CH3:2].[O-]P([O-])([O-])=O.[K+].[K+].[K+].C([C:25]1[CH:32]=[C:31]([C:33]2[N:37]3[CH:38]=[C:39](Br)[CH:40]=[CH:41][C:36]3=[N:35][CH:34]=2)[CH:30]=[CH:29][C:26]=1[C:27]#[N:28])C. Product: [C:27]([C:26]1[CH:29]=[CH:30][C:31]([C:33]2[N:37]3[CH:38]=[C:39]([C:9]4[CH:10]=[CH:11][C:6]([C:4]([O:3][CH2:1][CH3:2])=[O:5])=[CH:7][CH:8]=4)[CH:40]=[CH:41][C:36]3=[N:35][CH:34]=2)=[CH:32][CH:25]=1)#[N:28]. The catalyst class is: 70. (3) Reactant: [O:1]=[C:2]1[C:11]2[C:6](=[CH:7][CH:8]=[CH:9][CH:10]=2)[NH:5][CH:4]=[C:3]1[C:12]([OH:14])=O.[NH2:15][C:16]1[C:27]([C:28]([CH3:31])([CH3:30])[CH3:29])=[CH:26][C:19]2[C:20]([CH3:25])([CH3:24])[C:21](=[O:23])[O:22][C:18]=2[CH:17]=1.CC1OCCC1.C(P1(=O)OP(CCC)(=O)OP(CCC)(=O)O1)CC.N1C=CC=CC=1.C(=O)(OC)OC1C=C([N+]([O-])=O)C(C(C)(C)C)=CC=1Br. Product: [C:28]([C:27]1[C:16]([NH:15][C:12]([C:3]2[C:2](=[O:1])[C:11]3[C:6](=[CH:7][CH:8]=[CH:9][CH:10]=3)[NH:5][CH:4]=2)=[O:14])=[CH:17][C:18]2[O:22][C:21](=[O:23])[C:20]([CH3:25])([CH3:24])[C:19]=2[CH:26]=1)([CH3:31])([CH3:29])[CH3:30]. The catalyst class is: 6. (4) Reactant: [F:1][C:2]1[CH:3]=[C:4]([NH:9][C:10]2[CH:22]=[CH:21][C:20]([CH3:23])=[CH:19][C:11]=2[C:12]([O:14]C(C)(C)C)=[O:13])[CH:5]=[N:6][C:7]=1[F:8]. Product: [F:1][C:2]1[CH:3]=[C:4]([NH:9][C:10]2[CH:22]=[CH:21][C:20]([CH3:23])=[CH:19][C:11]=2[C:12]([OH:14])=[O:13])[CH:5]=[N:6][C:7]=1[F:8]. The catalyst class is: 55. (5) Reactant: [CH:1]([C:4]1[CH:9]=[CH:8][C:7]([C:10]2[N:14]([CH2:15][CH2:16][O:17][CH3:18])[C:13]3[C:19]([O:38][CH3:39])=[CH:20][C:21]([CH2:27][C:28]4[C:29](S(C)(=O)=O)=[N:30][CH:31]=[CH:32][CH:33]=4)=[C:22]([C:23]([F:26])([F:25])[F:24])[C:12]=3[N:11]=2)=[CH:6][CH:5]=1)([CH3:3])[CH3:2].[CH:40]([OH:43])([CH3:42])[CH3:41].[H-].[Na+]. Product: [CH:40]([O:43][C:29]1[C:28]([CH2:27][C:21]2[CH:20]=[C:19]([O:38][CH3:39])[C:13]3[N:14]([CH2:15][CH2:16][O:17][CH3:18])[C:10]([C:7]4[CH:8]=[CH:9][C:4]([CH:1]([CH3:2])[CH3:3])=[CH:5][CH:6]=4)=[N:11][C:12]=3[C:22]=2[C:23]([F:25])([F:24])[F:26])=[CH:33][CH:32]=[CH:31][N:30]=1)([CH3:42])[CH3:41]. The catalyst class is: 12. (6) Reactant: [CH2:1]([N:4]1[C:12]2[C:11](=[O:13])[NH:10][C:9](=[O:14])[N:8]([CH2:15][CH3:16])[C:7]=2[N:6]=[CH:5]1)[CH:2]=[CH2:3].C1C(=O)N([Cl:24])C(=O)C1. Product: [CH2:1]([N:4]1[C:12]2[C:11](=[O:13])[NH:10][C:9](=[O:14])[N:8]([CH2:15][CH3:16])[C:7]=2[N:6]=[C:5]1[Cl:24])[CH:2]=[CH2:3]. The catalyst class is: 3.